From a dataset of Forward reaction prediction with 1.9M reactions from USPTO patents (1976-2016). Predict the product of the given reaction. (1) Given the reactants [CH3:1][C:2]1[CH:7]=[C:6]([CH3:8])[CH:5]=[CH:4][C:3]=1[NH:9][C:10]([CH:12]([NH:15][CH2:16][C:17]1[CH:33]=[CH:32][C:20]([O:21][C:22]([CH3:31])([CH3:30])[C:23]([O:25]C(C)(C)C)=[O:24])=[CH:19][CH:18]=1)[CH2:13][CH3:14])=[O:11].FC(F)(F)C(O)=O, predict the reaction product. The product is: [CH3:1][C:2]1[CH:7]=[C:6]([CH3:8])[CH:5]=[CH:4][C:3]=1[NH:9][C:10]([CH:12]([NH:15][CH2:16][C:17]1[CH:18]=[CH:19][C:20]([O:21][C:22]([CH3:30])([CH3:31])[C:23]([OH:25])=[O:24])=[CH:32][CH:33]=1)[CH2:13][CH3:14])=[O:11]. (2) Given the reactants [NH2:1][CH2:2][C:3]1[C:4]([F:22])=[C:5]([O:10][C:11]2[CH:12]=[C:13]([CH:16]=[C:17]([CH2:19][CH:20]=[CH2:21])[CH:18]=2)[C:14]#[N:15])[C:6]([Cl:9])=[CH:7][CH:8]=1.[Cl:23][C:24]1[N:25]=[CH:26][N:27]([CH2:32][O:33][CH2:34][CH2:35][Si:36]([CH3:39])([CH3:38])[CH3:37])[C:28]=1[C:29](O)=[O:30].CCN(C(C)C)C(C)C.C(Cl)CCl, predict the reaction product. The product is: [Cl:23][C:24]1[N:25]=[CH:26][N:27]([CH2:32][O:33][CH2:34][CH2:35][Si:36]([CH3:39])([CH3:38])[CH3:37])[C:28]=1[C:29]([NH:1][CH2:2][C:3]1[CH:8]=[CH:7][C:6]([Cl:9])=[C:5]([O:10][C:11]2[CH:18]=[C:17]([CH2:19][CH:20]=[CH2:21])[CH:16]=[C:13]([C:14]#[N:15])[CH:12]=2)[C:4]=1[F:22])=[O:30]. (3) Given the reactants [NH2:1][C:2]1[CH:10]=[CH:9][C:5]([C:6]([OH:8])=[O:7])=[CH:4][CH:3]=1.Cl.N([O-])=O.[Na+].OC=[C:18]1[CH2:23][CH2:22][CH2:21][CH2:20][C:19]1=[O:24].C([O-])(=O)C.[Na+], predict the reaction product. The product is: [O:24]=[C:19]1[C:18]2[NH:1][C:2]3[C:10](=[CH:9][C:5]([C:6]([OH:8])=[O:7])=[CH:4][CH:3]=3)[C:23]=2[CH2:22][CH2:21][CH2:20]1. (4) Given the reactants [C:1](Cl)(=[O:3])[CH3:2].[C:5]([O:9][C:10]([N:12]1[C@@H:17]([CH:18]([OH:36])[CH:19]([NH2:35])[CH2:20][C:21]2[CH:26]=[CH:25][CH:24]=[C:23]([O:27][CH2:28][C:29]3[CH:34]=[CH:33][CH:32]=[CH:31][CH:30]=3)[CH:22]=2)[CH2:16][O:15][C@@H:14]([O:37][CH2:38][C:39]2([CH3:44])[CH2:43][CH2:42][CH2:41][CH2:40]2)[CH2:13]1)=[O:11])([CH3:8])([CH3:7])[CH3:6].C(N(CC)C(C)C)(C)C, predict the reaction product. The product is: [C:5]([O:9][C:10]([N:12]1[C@@H:17]([C@@H:18]([OH:36])[C@@H:19]([NH:35][C:1](=[O:3])[CH3:2])[CH2:20][C:21]2[CH:26]=[CH:25][CH:24]=[C:23]([O:27][CH2:28][C:29]3[CH:34]=[CH:33][CH:32]=[CH:31][CH:30]=3)[CH:22]=2)[CH2:16][O:15][C@@H:14]([O:37][CH2:38][C:39]2([CH3:44])[CH2:40][CH2:41][CH2:42][CH2:43]2)[CH2:13]1)=[O:11])([CH3:8])([CH3:6])[CH3:7]. (5) Given the reactants CS(Cl)(=O)=O.[Cl:6][C:7]1[CH:11]=[C:10]([C:12]([OH:14])=O)[N:9]([C:15]2[C:20]([Cl:21])=[CH:19][CH:18]=[CH:17][N:16]=2)[N:8]=1.N1C=CC=CC=1.[NH2:28][C:29]1[C:37]([CH3:38])=[CH:36][C:35]([Cl:39])=[CH:34][C:30]=1[C:31](O)=[O:32], predict the reaction product. The product is: [Cl:39][C:35]1[CH:36]=[C:37]([CH3:38])[C:29]2[N:28]=[C:12]([C:10]3[N:9]([C:15]4[C:20]([Cl:21])=[CH:19][CH:18]=[CH:17][N:16]=4)[N:8]=[C:7]([Cl:6])[CH:11]=3)[O:14][C:31](=[O:32])[C:30]=2[CH:34]=1. (6) The product is: [Cl:1][CH2:2][C:3]1[CH:8]=[CH:7][N:6]=[C:5]([NH:9][C:13]([NH:12][CH2:10][CH3:11])=[O:14])[CH:4]=1. Given the reactants [Cl:1][CH2:2][C:3]1[CH:8]=[CH:7][N:6]=[C:5]([NH2:9])[CH:4]=1.[CH2:10]([N:12]=[C:13]=[O:14])[CH3:11], predict the reaction product. (7) Given the reactants [H-].[Na+].[Cl:3][C:4]1[CH:5]=[C:6]([CH:17]=[C:18]([Cl:20])[CH:19]=1)[O:7][C:8]1[C:9]([CH2:15][CH3:16])=[N:10][NH:11][C:12]=1[CH2:13][CH3:14].[H][H].Br[CH2:24][C:25]#[N:26], predict the reaction product. The product is: [Cl:3][C:4]1[CH:5]=[C:6]([CH:17]=[C:18]([Cl:20])[CH:19]=1)[O:7][C:8]1[C:12]([CH2:13][CH3:14])=[N:11][N:10]([CH2:24][C:25]#[N:26])[C:9]=1[CH2:15][CH3:16].